From a dataset of Forward reaction prediction with 1.9M reactions from USPTO patents (1976-2016). Predict the product of the given reaction. (1) Given the reactants Br[C:2]1[CH:3]=[C:4]([C:8]2[N:13]=[C:12]([C:14]3[S:15][C:16]([Cl:19])=[CH:17][CH:18]=3)[CH:11]=[C:10]([C:20]([F:23])([F:22])[F:21])[N:9]=2)[CH:5]=[CH:6][CH:7]=1.[NH2:24][C:25]1[N:30]=[CH:29][C:28](B2OC(C)(C)C(C)(C)O2)=[CH:27][N:26]=1, predict the reaction product. The product is: [Cl:19][C:16]1[S:15][C:14]([C:12]2[CH:11]=[C:10]([C:20]([F:23])([F:22])[F:21])[N:9]=[C:8]([C:4]3[CH:3]=[C:2]([C:28]4[CH:27]=[N:26][C:25]([NH2:24])=[N:30][CH:29]=4)[CH:7]=[CH:6][CH:5]=3)[N:13]=2)=[CH:18][CH:17]=1. (2) The product is: [NH2:7][C@@H:8]1[C@H:13]([OH:14])[CH2:12][CH2:11][N:10]([C:15]([C:17]2[CH:39]=[CH:38][C:20]3[N:21]([CH3:37])[C:22]([C:24]4[N:32]([CH2:33][CH:34]5[CH2:36][CH2:35]5)[C:27]5=[N:28][CH:29]=[CH:30][CH:31]=[C:26]5[CH:25]=4)=[N:23][C:19]=3[CH:18]=2)=[O:16])[CH2:9]1. Given the reactants C(OC(=O)[NH:7][C@@H:8]1[C@H:13]([OH:14])[CH2:12][CH2:11][N:10]([C:15]([C:17]2[CH:39]=[CH:38][C:20]3[N:21]([CH3:37])[C:22]([C:24]4[N:32]([CH2:33][CH:34]5[CH2:36][CH2:35]5)[C:27]5=[N:28][CH:29]=[CH:30][CH:31]=[C:26]5[CH:25]=4)=[N:23][C:19]=3[CH:18]=2)=[O:16])[CH2:9]1)(C)(C)C.C(O)(C(F)(F)F)=O, predict the reaction product.